The task is: Predict the reactants needed to synthesize the given product.. This data is from Full USPTO retrosynthesis dataset with 1.9M reactions from patents (1976-2016). (1) The reactants are: [CH3:1][C:2]1[CH:3]=[CH:4][CH:5]=[C:6]2[C:10]=1[N:9]([CH2:11][CH2:12][O:13][C:14]([F:17])([F:16])[F:15])[CH:8]=[C:7]2[C:18]([OH:20])=O.Cl.[F:22][C:23]([F:42])([F:41])[C:24]([NH:26][CH2:27][C:28]1[CH:33]=[CH:32][C:31]([F:34])=[C:30]([CH:35]2[CH2:40][CH2:39][NH:38][CH2:37][CH2:36]2)[CH:29]=1)=[O:25].CCN=C=NCCCN(C)C.CCN(CC)CC. Given the product [F:41][C:23]([F:22])([F:42])[C:24]([NH:26][CH2:27][C:28]1[CH:33]=[CH:32][C:31]([F:34])=[C:30]([CH:35]2[CH2:40][CH2:39][N:38]([C:18]([C:7]3[C:6]4[C:10](=[C:2]([CH3:1])[CH:3]=[CH:4][CH:5]=4)[N:9]([CH2:11][CH2:12][O:13][C:14]([F:17])([F:16])[F:15])[CH:8]=3)=[O:20])[CH2:37][CH2:36]2)[CH:29]=1)=[O:25], predict the reactants needed to synthesize it. (2) Given the product [Cl:1][C:2]1[CH:3]=[C:4]([CH:12]([CH2:22][CH:23]2[CH2:27][CH2:26][C:25](=[N:30][OH:31])[CH2:24]2)[C:13]([NH:15][C:16]2[CH:21]=[N:20][CH:19]=[CH:18][N:17]=2)=[O:14])[CH:5]=[CH:6][C:7]=1[S:8]([CH3:11])(=[O:10])=[O:9], predict the reactants needed to synthesize it. The reactants are: [Cl:1][C:2]1[CH:3]=[C:4]([CH:12]([CH2:22][CH:23]2[CH2:27][CH2:26][C:25](=O)[CH2:24]2)[C:13]([NH:15][C:16]2[CH:21]=[N:20][CH:19]=[CH:18][N:17]=2)=[O:14])[CH:5]=[CH:6][C:7]=1[S:8]([CH3:11])(=[O:10])=[O:9].Cl.[NH2:30][OH:31].